From a dataset of NCI-60 drug combinations with 297,098 pairs across 59 cell lines. Regression. Given two drug SMILES strings and cell line genomic features, predict the synergy score measuring deviation from expected non-interaction effect. (1) Drug 1: CC1C(C(CC(O1)OC2CC(CC3=C2C(=C4C(=C3O)C(=O)C5=C(C4=O)C(=CC=C5)OC)O)(C(=O)C)O)N)O.Cl. Drug 2: C1=CC=C(C=C1)NC(=O)CCCCCCC(=O)NO. Cell line: OVCAR-5. Synergy scores: CSS=29.4, Synergy_ZIP=0.605, Synergy_Bliss=3.49, Synergy_Loewe=1.29, Synergy_HSA=3.64. (2) Drug 1: CC1=C2C(C(=O)C3(C(CC4C(C3C(C(C2(C)C)(CC1OC(=O)C(C(C5=CC=CC=C5)NC(=O)C6=CC=CC=C6)O)O)OC(=O)C7=CC=CC=C7)(CO4)OC(=O)C)O)C)OC(=O)C. Drug 2: CC1=C(C(=CC=C1)Cl)NC(=O)C2=CN=C(S2)NC3=CC(=NC(=N3)C)N4CCN(CC4)CCO. Cell line: SF-295. Synergy scores: CSS=1.75, Synergy_ZIP=-0.242, Synergy_Bliss=0.305, Synergy_Loewe=-2.93, Synergy_HSA=-1.49. (3) Drug 1: C1=NC2=C(N1)C(=S)N=CN2. Drug 2: COCCOC1=C(C=C2C(=C1)C(=NC=N2)NC3=CC=CC(=C3)C#C)OCCOC.Cl. Cell line: HOP-62. Synergy scores: CSS=32.9, Synergy_ZIP=-6.61, Synergy_Bliss=-9.08, Synergy_Loewe=-2.60, Synergy_HSA=-1.87. (4) Drug 1: CCC1(CC2CC(C3=C(CCN(C2)C1)C4=CC=CC=C4N3)(C5=C(C=C6C(=C5)C78CCN9C7C(C=CC9)(C(C(C8N6C)(C(=O)OC)O)OC(=O)C)CC)OC)C(=O)OC)O.OS(=O)(=O)O. Drug 2: C1=CN(C=N1)CC(O)(P(=O)(O)O)P(=O)(O)O. Cell line: NCIH23. Synergy scores: CSS=5.50, Synergy_ZIP=-4.03, Synergy_Bliss=-2.87, Synergy_Loewe=-3.92, Synergy_HSA=-2.91. (5) Drug 1: CC1OCC2C(O1)C(C(C(O2)OC3C4COC(=O)C4C(C5=CC6=C(C=C35)OCO6)C7=CC(=C(C(=C7)OC)O)OC)O)O. Drug 2: CCC1(C2=C(COC1=O)C(=O)N3CC4=CC5=C(C=CC(=C5CN(C)C)O)N=C4C3=C2)O.Cl. Cell line: HOP-62. Synergy scores: CSS=39.7, Synergy_ZIP=1.46, Synergy_Bliss=3.06, Synergy_Loewe=0.561, Synergy_HSA=1.33. (6) Cell line: SF-295. Drug 2: C(CN)CNCCSP(=O)(O)O. Synergy scores: CSS=1.60, Synergy_ZIP=-0.349, Synergy_Bliss=-1.54, Synergy_Loewe=-1.33, Synergy_HSA=-2.51. Drug 1: CC1=C(C(CCC1)(C)C)C=CC(=CC=CC(=CC(=O)O)C)C. (7) Drug 1: CC1=C2C(C(=O)C3(C(CC4C(C3C(C(C2(C)C)(CC1OC(=O)C(C(C5=CC=CC=C5)NC(=O)OC(C)(C)C)O)O)OC(=O)C6=CC=CC=C6)(CO4)OC(=O)C)O)C)O. Drug 2: CC1C(C(CC(O1)OC2CC(CC3=C2C(=C4C(=C3O)C(=O)C5=C(C4=O)C(=CC=C5)OC)O)(C(=O)CO)O)N)O.Cl. Cell line: MCF7. Synergy scores: CSS=31.1, Synergy_ZIP=-5.65, Synergy_Bliss=-3.13, Synergy_Loewe=-0.639, Synergy_HSA=1.55. (8) Drug 1: CNC(=O)C1=CC=CC=C1SC2=CC3=C(C=C2)C(=NN3)C=CC4=CC=CC=N4. Drug 2: CCN(CC)CCNC(=O)C1=C(NC(=C1C)C=C2C3=C(C=CC(=C3)F)NC2=O)C. Cell line: UACC62. Synergy scores: CSS=6.59, Synergy_ZIP=-0.645, Synergy_Bliss=3.11, Synergy_Loewe=1.94, Synergy_HSA=2.79. (9) Drug 1: C1=CC(=C2C(=C1NCCNCCO)C(=O)C3=C(C=CC(=C3C2=O)O)O)NCCNCCO. Drug 2: CC1=C2C(C(=O)C3(C(CC4C(C3C(C(C2(C)C)(CC1OC(=O)C(C(C5=CC=CC=C5)NC(=O)C6=CC=CC=C6)O)O)OC(=O)C7=CC=CC=C7)(CO4)OC(=O)C)O)C)OC(=O)C. Cell line: CAKI-1. Synergy scores: CSS=63.9, Synergy_ZIP=1.97, Synergy_Bliss=0.925, Synergy_Loewe=-2.39, Synergy_HSA=6.78. (10) Drug 1: C1CC(=O)NC(=O)C1N2CC3=C(C2=O)C=CC=C3N. Drug 2: CC1=C2C(C(=O)C3(C(CC4C(C3C(C(C2(C)C)(CC1OC(=O)C(C(C5=CC=CC=C5)NC(=O)OC(C)(C)C)O)O)OC(=O)C6=CC=CC=C6)(CO4)OC(=O)C)O)C)O. Cell line: EKVX. Synergy scores: CSS=22.9, Synergy_ZIP=-9.71, Synergy_Bliss=-8.47, Synergy_Loewe=-54.4, Synergy_HSA=-5.86.